Dataset: Reaction yield outcomes from USPTO patents with 853,638 reactions. Task: Predict the reaction yield, written as a fraction of the theoretical maximum amount of product (1.0 means a 100% yield; for example, 0.34 means a 34% yield). The reactants are [F:1][C:2]1[CH:7]=[CH:6][C:5]([F:8])=[CH:4][CH:3]=1.C([Li])CCC.CN([CH:17]=[O:18])C. The catalyst is C1COCC1. The product is [F:1][C:2]1[CH:7]=[CH:6][C:5]([F:8])=[CH:4][C:3]=1[CH:17]=[O:18]. The yield is 0.600.